From a dataset of KCNQ2 potassium channel screen with 302,405 compounds. Binary Classification. Given a drug SMILES string, predict its activity (active/inactive) in a high-throughput screening assay against a specified biological target. (1) The molecule is Clc1cc(N2CCN(CC2)C(=O)Cc2c3c([nH]c2C(O)=O)cccc3)c(cc1)C. The result is 0 (inactive). (2) The molecule is S(=O)(=O)(Nc1ccc(OC)cc1)c1c(n(c(=O)n(c1=O)C)C)C. The result is 0 (inactive). (3) The molecule is O(c1ccc(C(=O)Nc2[nH]c3c(n2)cccc3)cc1)C. The result is 0 (inactive). (4) The compound is O=C(N1CCN(CC1)c1ccc([N+]([O-])=O)cc1)CCc1ccccc1. The result is 0 (inactive). (5) The drug is O=C(N1CCCC1)C1CCN(C2CCN(CC2)Cc2cc3OCOc3c(OC)c2)CC1. The result is 0 (inactive). (6) The result is 0 (inactive). The compound is S(CC(=O)Nc1ccc(OC)cc1)c1oc(nn1)c1cc(O)ccc1. (7) The molecule is S(c1n(c(nn1)CNC(=O)c1occc1)CC)CC(=O)c1ccc(F)cc1. The result is 0 (inactive).